The task is: Predict hERG channel inhibition at various concentrations.. This data is from hERG Central: cardiac toxicity at 1µM, 10µM, and general inhibition. (1) Results: hERG_inhib (hERG inhibition (general)): blocker. The compound is CSCCCNC(=O)c1ccc(OC2CCN(CCc3ccccc3)CC2)cc1. (2) The compound is CCN(CC)CCn1c(NS(=O)(=O)c2ccc(Cl)cc2)nc2ccccc21.Cl. Results: hERG_inhib (hERG inhibition (general)): blocker. (3) The compound is Fc1ccc(CSc2nnc(-c3cnccn3)n2Cc2ccco2)cc1. Results: hERG_inhib (hERG inhibition (general)): blocker.